This data is from Forward reaction prediction with 1.9M reactions from USPTO patents (1976-2016). The task is: Predict the product of the given reaction. (1) The product is: [N:24]1([CH:31]2[CH2:36][CH2:35][N:34]([C:8]([C:3]3[CH:4]=[CH:5][CH:6]=[CH:7][C:2]=3[F:1])([NH:12][C:13]([NH:15][C:16]3[CH:21]=[CH:20][C:19]([Cl:22])=[CH:18][CH:17]=3)=[O:14])[C:9]([NH2:39])=[O:11])[CH2:33][CH2:32]2)[CH2:29][CH2:28][CH2:27][CH2:26][C:25]1=[O:30]. Given the reactants [F:1][C:2]1[CH:7]=[CH:6][CH:5]=[CH:4][C:3]=1[CH:8]([NH:12][C:13]([NH:15][C:16]1[CH:21]=[CH:20][C:19]([Cl:22])=[CH:18][CH:17]=1)=[O:14])[C:9]([OH:11])=O.Cl.[N:24]1([CH:31]2[CH2:36][CH2:35][NH:34][CH2:33][CH2:32]2)[CH2:29][CH2:28][CH2:27][CH2:26][C:25]1=[O:30].C([N:39](CC)CC)C.Cl.N1CCCCC1.F[P-](F)(F)(F)(F)F.N1(O[P+](N(C)C)(N(C)C)N(C)C)C2C=CC=CC=2N=N1, predict the reaction product. (2) Given the reactants [C:1]([C:5]1[N:9]([CH3:10])[N:8]([CH2:11][C@H:12]2[CH2:16][CH2:15][CH2:14][O:13]2)/[C:7](=[N:17]/[C:18]([C:20]2[CH:25]=[C:24]([C:26]([F:29])([F:28])[F:27])[CH:23]=[CH:22][C:21]=2[CH2:30][C:31]([OH:33])=[O:32])=[O:19])/[CH:6]=1)([CH3:4])([CH3:3])[CH3:2].[N+](=[CH:36][Si](C)(C)C)=[N-], predict the reaction product. The product is: [C:1]([C:5]1[N:9]([CH3:10])[N:8]([CH2:11][C@H:12]2[CH2:16][CH2:15][CH2:14][O:13]2)/[C:7](=[N:17]/[C:18]([C:20]2[CH:25]=[C:24]([C:26]([F:28])([F:29])[F:27])[CH:23]=[CH:22][C:21]=2[CH2:30][C:31]([O:33][CH3:36])=[O:32])=[O:19])/[CH:6]=1)([CH3:4])([CH3:2])[CH3:3]. (3) Given the reactants [Br:1][C:2]1[CH:3]=[CH:4][C:5]([F:10])=[C:6]([CH:9]=1)[CH:7]=[O:8].[Cl:11][C:12]1[CH:17]=[CH:16][C:15]([Mg]Br)=[CH:14][CH:13]=1, predict the reaction product. The product is: [Br:1][C:2]1[CH:3]=[CH:4][C:5]([F:10])=[C:6]([CH:7]([C:15]2[CH:16]=[CH:17][C:12]([Cl:11])=[CH:13][CH:14]=2)[OH:8])[CH:9]=1. (4) Given the reactants [F:1][C:2]1[CH:7]=[CH:6][C:5]([N:8]2[CH:13]=[CH:12][CH:11]=[C:10]([C:14]([O:16]C)=[O:15])[C:9]2=[O:18])=[CH:4][CH:3]=1.[Li+].[OH-], predict the reaction product. The product is: [F:1][C:2]1[CH:7]=[CH:6][C:5]([N:8]2[CH:13]=[CH:12][CH:11]=[C:10]([C:14]([OH:16])=[O:15])[C:9]2=[O:18])=[CH:4][CH:3]=1.